The task is: Predict the reactants needed to synthesize the given product.. This data is from Full USPTO retrosynthesis dataset with 1.9M reactions from patents (1976-2016). (1) Given the product [Cl:14][C:12]1[N:11]=[C:10]2[NH:15][N:16]=[CH:17][C:9]2=[C:8]([N:1]2[CH2:6][CH2:5][O:4][CH2:3][CH2:2]2)[N:13]=1, predict the reactants needed to synthesize it. The reactants are: [NH:1]1[CH2:6][CH2:5][O:4][CH2:3][CH2:2]1.Cl[C:8]1[N:13]=[C:12]([Cl:14])[N:11]=[C:10]2[NH:15][N:16]=[CH:17][C:9]=12. (2) Given the product [CH2:1]([O:11][C:12](=[O:15])[CH:13]=[CH2:14])[CH2:2][CH2:3][CH2:4][CH2:5][CH2:6][CH2:7][CH2:8][CH2:9][CH3:10].[C:16]([NH2:20])(=[O:19])[CH:17]=[CH2:18], predict the reactants needed to synthesize it. The reactants are: [CH2:1]([O:11][C:12](=[O:15])[CH:13]=[CH2:14])[CH2:2][CH2:3][CH2:4][CH2:5][CH2:6][CH2:7][CH2:8][CH2:9][CH3:10].[C:16]([NH2:20])(=[O:19])[CH:17]=[CH2:18]. (3) The reactants are: [F:1][C:2]1[CH:11]=[C:10]([C:12]2[N:17]=[N:16][C:15]([NH:18][NH2:19])=[N:14][CH:13]=2)[CH:9]=[CH:8][C:3]=1[C:4]([O:6][CH3:7])=[O:5].[N:20]1[C:29]2[C:24](=[CH:25][C:26]([C:30]3([CH:33]=O)[CH2:32][CH2:31]3)=[CH:27][CH:28]=2)[CH:23]=[CH:22][CH:21]=1.C(O)(=O)C.C(O)(=O)C.IC1C=CC=CC=1. Given the product [F:1][C:2]1[CH:11]=[C:10]([C:12]2[CH:13]=[N:14][C:15]3[N:16]([C:33]([C:30]4([C:26]5[CH:25]=[C:24]6[C:29](=[CH:28][CH:27]=5)[N:20]=[CH:21][CH:22]=[CH:23]6)[CH2:32][CH2:31]4)=[N:19][N:18]=3)[N:17]=2)[CH:9]=[CH:8][C:3]=1[C:4]([O:6][CH3:7])=[O:5], predict the reactants needed to synthesize it. (4) Given the product [CH2:1]([N:8]1[C:13](=[O:14])[C:12]2=[CH:15][CH:16]=[CH:17][N:11]2[N:10]=[C:9]1[CH:18]([OH:38])[CH2:19][CH3:20])[C:2]1[CH:3]=[CH:4][CH:5]=[CH:6][CH:7]=1, predict the reactants needed to synthesize it. The reactants are: [CH2:1]([N:8]1[C:13](=[O:14])[C:12]2=[CH:15][CH:16]=[CH:17][N:11]2[N:10]=[C:9]1[CH2:18][CH2:19][CH3:20])[C:2]1[CH:7]=[CH:6][CH:5]=[CH:4][CH:3]=1.C[Si]([N-][Si](C)(C)C)(C)C.[K+].C1(S(N2C(C3C=CC=CC=3)O2)(=O)=[O:38])C=CC=CC=1. (5) Given the product [CH2:1]([O:3][C:4]([C:6]1([C:9]2[CH:14]=[CH:13][C:12]([C:15]3[CH:20]=[CH:19][C:18]([C:21]4[O:25][N:24]=[C:23]([CH3:26])[C:22]=4[NH:27][C:28]4[CH:33]=[CH:32][CH:31]=[C:30]([C:37]5[CH:36]=[N:35][CH:40]=[CH:39][CH:38]=5)[CH:29]=4)=[CH:17][CH:16]=3)=[CH:11][CH:10]=2)[CH2:8][CH2:7]1)=[O:5])[CH3:2], predict the reactants needed to synthesize it. The reactants are: [CH2:1]([O:3][C:4]([C:6]1([C:9]2[CH:14]=[CH:13][C:12]([C:15]3[CH:20]=[CH:19][C:18]([C:21]4[O:25][N:24]=[C:23]([CH3:26])[C:22]=4[NH:27][C:28]4[CH:33]=[CH:32][CH:31]=[C:30](Br)[CH:29]=4)=[CH:17][CH:16]=3)=[CH:11][CH:10]=2)[CH2:8][CH2:7]1)=[O:5])[CH3:2].[N:35]1[CH:40]=[CH:39][CH:38]=[C:37](B(O)O)[CH:36]=1.